This data is from Acute oral toxicity (LD50) regression data from Zhu et al.. The task is: Regression/Classification. Given a drug SMILES string, predict its toxicity properties. Task type varies by dataset: regression for continuous values (e.g., LD50, hERG inhibition percentage) or binary classification for toxic/non-toxic outcomes (e.g., AMES mutagenicity, cardiotoxicity, hepatotoxicity). Dataset: ld50_zhu. (1) The drug is CCC1(c2ccccc2)CCNC1=O. The rat oral LD50 is 2.28, given as -log10 of the dose in mol/kg body weight (higher means more acutely toxic). (2) The drug is CCCCNS(=O)(=O)c1ccccc1. The rat oral LD50 is 2.02, given as -log10 of the dose in mol/kg body weight (higher means more acutely toxic). (3) The rat oral LD50 is 3.60, given as -log10 of the dose in mol/kg body weight (higher means more acutely toxic). The compound is CCCOP(=S)(CCl)Sc1ccc(Cl)cc1. (4) The molecule is C=C(C)C(=O)OCCN(CCOC(=O)C(=C)C)CCOC(=O)C(=C)C. The rat oral LD50 is 1.50, given as -log10 of the dose in mol/kg body weight (higher means more acutely toxic). (5) The drug is CCSP(=O)(CC)OC. The rat oral LD50 is 4.23, given as -log10 of the dose in mol/kg body weight (higher means more acutely toxic).